This data is from Peptide-MHC class II binding affinity with 134,281 pairs from IEDB. The task is: Regression. Given a peptide amino acid sequence and an MHC pseudo amino acid sequence, predict their binding affinity value. This is MHC class II binding data. (1) The peptide sequence is NMESASTEYTPIG. The MHC is HLA-DPA10201-DPB10501 with pseudo-sequence HLA-DPA10201-DPB10501. The binding affinity (normalized) is 0.391. (2) The peptide sequence is RNVRFSDEGGFTCFF. The MHC is HLA-DPA10201-DPB10101 with pseudo-sequence HLA-DPA10201-DPB10101. The binding affinity (normalized) is 0.382. (3) The peptide sequence is INEPTAAAIAYGLMR. The MHC is HLA-DQA10501-DQB10301 with pseudo-sequence HLA-DQA10501-DQB10301. The binding affinity (normalized) is 0.655. (4) The peptide sequence is VKDLKKIITRISAVS. The MHC is HLA-DQA10501-DQB10301 with pseudo-sequence HLA-DQA10501-DQB10301. The binding affinity (normalized) is 0.290. (5) The peptide sequence is LVGPTPINIIGRNLLTQIGC. The MHC is HLA-DQA10101-DQB10501 with pseudo-sequence HLA-DQA10101-DQB10501. The binding affinity (normalized) is 0. (6) The peptide sequence is NMISRMLINRFTMRH. The MHC is DRB1_0802 with pseudo-sequence DRB1_0802. The binding affinity (normalized) is 0.620. (7) The binding affinity (normalized) is 0.522. The MHC is DRB3_0101 with pseudo-sequence DRB3_0101. The peptide sequence is AFILDGDNLHPKV. (8) The peptide sequence is RCRTCVYNMMGKREK. The MHC is DRB1_0901 with pseudo-sequence DRB1_0901. The binding affinity (normalized) is 0.601. (9) The peptide sequence is DFNNGITIQYNLTFS. The MHC is DRB1_0101 with pseudo-sequence DRB1_0101. The binding affinity (normalized) is 0.171.